Dataset: TCR-epitope binding with 47,182 pairs between 192 epitopes and 23,139 TCRs. Task: Binary Classification. Given a T-cell receptor sequence (or CDR3 region) and an epitope sequence, predict whether binding occurs between them. (1) The epitope is YIFFASFYY. The TCR CDR3 sequence is CASSLDEGVRPYNEQFF. Result: 1 (the TCR binds to the epitope). (2) The epitope is NLNESLIDL. The TCR CDR3 sequence is CASSPDRVGYNEQFF. Result: 1 (the TCR binds to the epitope). (3) The epitope is SEISMDNSPNL. The TCR CDR3 sequence is CASSIGGGSNQPQHF. Result: 0 (the TCR does not bind to the epitope). (4) The epitope is IIKDYGKQM. The TCR CDR3 sequence is CASSYSLGTDTQYF. Result: 0 (the TCR does not bind to the epitope).